This data is from Full USPTO retrosynthesis dataset with 1.9M reactions from patents (1976-2016). The task is: Predict the reactants needed to synthesize the given product. (1) Given the product [CH3:3][CH2:4][CH2:5][CH:6]([CH3:8])[CH3:7].[CH3:2][CH2:24][O:25][C:26]([CH3:27])=[O:38].[CH3:24][O:25][C:26](=[O:38])[C:27]1[C:28]([O:34][CH:35]([F:36])[F:37])=[CH:29][CH:30]=[C:31]([N:33]2[C:11]([CH3:12])=[CH:10][CH:9]=[C:8]2[C:6]2[CH:7]=[C:2]([F:1])[CH:3]=[CH:4][C:5]=2[O:15][CH2:16][C:17]2[CH:22]=[CH:21][C:20]([F:23])=[CH:19][CH:18]=2)[CH:32]=1, predict the reactants needed to synthesize it. The reactants are: [F:1][C:2]1[CH:3]=[CH:4][C:5]([O:15][CH2:16][C:17]2[CH:22]=[CH:21][C:20]([F:23])=[CH:19][CH:18]=2)=[C:6]([C:8](=O)[CH2:9][CH2:10][C:11](=O)[CH3:12])[CH:7]=1.[CH3:24][O:25][C:26](=[O:38])[C:27]1[CH:32]=[C:31]([NH2:33])[CH:30]=[CH:29][C:28]=1[O:34][CH:35]([F:37])[F:36].CC1C=CC(S(O)(=O)=O)=CC=1.Cl. (2) Given the product [F:1][C:2]1[CH:3]=[CH:4][C:5]([S:12]([Cl:11])(=[O:14])=[O:13])=[C:6]2[C:10]=1[S:9][CH:8]=[N:7]2, predict the reactants needed to synthesize it. The reactants are: [F:1][C:2]1[C:10]2[S:9][CH:8]=[N:7][C:6]=2[CH:5]=[CH:4][CH:3]=1.[Cl:11][S:12](O)(=[O:14])=[O:13].